This data is from Full USPTO retrosynthesis dataset with 1.9M reactions from patents (1976-2016). The task is: Predict the reactants needed to synthesize the given product. (1) The reactants are: Cl[CH2:2][CH2:3][C:4]([C:6]1[CH:11]=[CH:10][CH:9]=[CH:8][CH:7]=1)=[O:5].[Br:12][C:13]1[CH:18]=[CH:17][C:16]([C@@H:19]([NH2:21])[CH3:20])=[CH:15][CH:14]=1.C([O-])([O-])=O.[K+].[K+]. Given the product [Br:12][C:13]1[CH:18]=[CH:17][C:16]([C@@H:19]([NH:21][CH2:2][CH2:3][C:4]([C:6]2[CH:11]=[CH:10][CH:9]=[CH:8][CH:7]=2)=[O:5])[CH3:20])=[CH:15][CH:14]=1, predict the reactants needed to synthesize it. (2) Given the product [Br:11][C:12]1[CH:13]=[CH:14][C:15]2[N:16]([CH:18]=[C:19]([C:21]([NH:10][CH2:9][C:3]3[C:2]([Cl:1])=[CH:7][CH:6]=[CH:5][C:4]=3[Cl:8])=[O:22])[N:20]=2)[CH:17]=1, predict the reactants needed to synthesize it. The reactants are: [Cl:1][C:2]1[CH:7]=[CH:6][CH:5]=[C:4]([Cl:8])[C:3]=1[CH2:9][NH2:10].[Br:11][C:12]1[CH:13]=[CH:14][C:15]2[N:16]([CH:18]=[C:19]([C:21](OCC)=[O:22])[N:20]=2)[CH:17]=1. (3) Given the product [Cl:36][C:22]1[C:21]([CH3:37])=[C:20]([N:19]2[CH:3]=[N:2][N:1]=[CH:5]2)[C:25]([C:26]2[CH:31]=[CH:30][CH:29]=[C:28]([F:32])[CH:27]=2)=[C:24]([C:33](=[O:35])[CH3:34])[CH:23]=1, predict the reactants needed to synthesize it. The reactants are: [NH:1]([CH:5]=O)[NH:2][CH:3]=O.Cl[Si](C)(C)C.C(N(CC)CC)C.[NH2:19][C:20]1[C:25]([C:26]2[CH:31]=[CH:30][CH:29]=[C:28]([F:32])[CH:27]=2)=[C:24]([C:33](=[O:35])[CH3:34])[CH:23]=[C:22]([Cl:36])[C:21]=1[CH3:37].